Dataset: Peptide-MHC class II binding affinity with 134,281 pairs from IEDB. Task: Regression. Given a peptide amino acid sequence and an MHC pseudo amino acid sequence, predict their binding affinity value. This is MHC class II binding data. (1) The peptide sequence is RRCKNIPQPVRALLE. The MHC is DRB1_0404 with pseudo-sequence DRB1_0404. The binding affinity (normalized) is 0.406. (2) The peptide sequence is EKKDFAATQFEPLAA. The MHC is DRB1_1602 with pseudo-sequence DRB1_1602. The binding affinity (normalized) is 0.552. (3) The peptide sequence is STQLIMPVPGILLTG. The MHC is DRB1_1501 with pseudo-sequence DRB1_1501. The binding affinity (normalized) is 0.990. (4) The peptide sequence is IQGNVTSIHSLLDEG. The MHC is DRB1_0101 with pseudo-sequence DRB1_0101. The binding affinity (normalized) is 0.592. (5) The peptide sequence is PGKYTAYEGQRVVFI. The MHC is DRB3_0202 with pseudo-sequence DRB3_0202. The binding affinity (normalized) is 0.271. (6) The peptide sequence is GTFTWTLSDSSGVEN. The MHC is DRB1_0101 with pseudo-sequence DRB1_0101. The binding affinity (normalized) is 0.426.